This data is from Forward reaction prediction with 1.9M reactions from USPTO patents (1976-2016). The task is: Predict the product of the given reaction. (1) Given the reactants [H-].[Na+].[Br:3][C:4]1[CH:9]=[CH:8][C:7]([CH2:10][C:11]#N)=[C:6]([F:13])[CH:5]=1.I[CH3:15].C[N:17]([CH:19]=O)C, predict the reaction product. The product is: [Br:3][C:4]1[CH:9]=[CH:8][C:7]([C:10]([CH3:15])([CH3:11])[C:19]#[N:17])=[C:6]([F:13])[CH:5]=1. (2) Given the reactants [F:1][C:2]1[CH:11]=[C:10]2[C:5]([CH:6]=[CH:7][CH:8]=[C:9]2[O:12][CH2:13][CH2:14][NH:15][CH2:16][CH2:17]O)=[CH:4][CH:3]=1.Cl[CH2:20][CH2:21][O:22][C:23]1[C:32]2C(=CC=C(F)C=2)[CH:26]=[CH:25][CH:24]=1.[NH2:34][CH2:35][CH2:36][OH:37].[C:38](=[O:41])(O)[O-].[Na+].C[N:44](C)C=O, predict the reaction product. The product is: [F:1][C:2]1[CH:11]=[C:10]2[C:5]([CH:6]=[CH:7][CH:8]=[C:9]2[O:12][CH2:13][CH2:14][N:15]2[CH2:16][CH2:17][N:34]3[C:38](=[O:41])[C:22]([C:23]4[O:24][C:25]([CH3:26])=[N:44][CH:32]=4)=[CH:21][CH:20]=[C:35]3[C:36]2=[O:37])=[CH:4][CH:3]=1. (3) Given the reactants [C:1]1([C@H:7]2[C@@H:11]([C:12]3[CH:17]=[CH:16][CH:15]=[CH:14][CH:13]=3)[NH:10][C:9](=[S:18])[NH:8]2)[CH:6]=[CH:5][CH:4]=[CH:3][CH:2]=1.[CH3:19][O:20][C:21]1[CH:28]=[CH:27][C:24]([CH2:25][Cl:26])=[CH:23][CH:22]=1, predict the reaction product. The product is: [ClH:26].[CH3:19][O:20][C:21]1[CH:28]=[CH:27][C:24]([CH2:25][S:18][C:9]2[NH:8][C@H:7]([C:1]3[CH:2]=[CH:3][CH:4]=[CH:5][CH:6]=3)[C@H:11]([C:12]3[CH:13]=[CH:14][CH:15]=[CH:16][CH:17]=3)[N:10]=2)=[CH:23][CH:22]=1. (4) Given the reactants [H-].[Na+].[F:3][C:4]1[CH:9]=[CH:8][CH:7]=[C:6]([F:10])[C:5]=1[N:11]1[C:16]2[N:17]=[C:18](S(C)(=O)=O)[N:19]=[C:20]([C:21]3[CH:22]=[C:23]([NH:28][C:29](=[O:38])[C:30]4[CH:35]=[CH:34][C:33]([CH3:36])=[C:32]([F:37])[CH:31]=4)[CH:24]=[CH:25][C:26]=3[CH3:27])[C:15]=2[CH2:14][NH:13][C:12]1=[O:43].[CH:44]([OH:47])([CH3:46])[CH3:45], predict the reaction product. The product is: [F:3][C:4]1[CH:9]=[CH:8][CH:7]=[C:6]([F:10])[C:5]=1[N:11]1[C:16]2[N:17]=[C:18]([O:47][CH:44]([CH3:46])[CH3:45])[N:19]=[C:20]([C:21]3[CH:22]=[C:23]([NH:28][C:29](=[O:38])[C:30]4[CH:35]=[CH:34][C:33]([CH3:36])=[C:32]([F:37])[CH:31]=4)[CH:24]=[CH:25][C:26]=3[CH3:27])[C:15]=2[CH2:14][NH:13][C:12]1=[O:43].